This data is from NCI-60 drug combinations with 297,098 pairs across 59 cell lines. The task is: Regression. Given two drug SMILES strings and cell line genomic features, predict the synergy score measuring deviation from expected non-interaction effect. (1) Drug 1: CC1C(C(CC(O1)OC2CC(CC3=C2C(=C4C(=C3O)C(=O)C5=C(C4=O)C(=CC=C5)OC)O)(C(=O)C)O)N)O.Cl. Drug 2: C1=NC2=C(N=C(N=C2N1C3C(C(C(O3)CO)O)O)F)N. Cell line: CAKI-1. Synergy scores: CSS=32.3, Synergy_ZIP=-9.36, Synergy_Bliss=-4.84, Synergy_Loewe=-31.7, Synergy_HSA=-3.85. (2) Drug 1: CN1C2=C(C=C(C=C2)N(CCCl)CCCl)N=C1CCCC(=O)O.Cl. Drug 2: CCCCCOC(=O)NC1=NC(=O)N(C=C1F)C2C(C(C(O2)C)O)O. Cell line: LOX IMVI. Synergy scores: CSS=-2.67, Synergy_ZIP=0.350, Synergy_Bliss=-1.65, Synergy_Loewe=-3.37, Synergy_HSA=-2.91. (3) Drug 1: CC1C(C(=O)NC(C(=O)N2CCCC2C(=O)N(CC(=O)N(C(C(=O)O1)C(C)C)C)C)C(C)C)NC(=O)C3=C4C(=C(C=C3)C)OC5=C(C(=O)C(=C(C5=N4)C(=O)NC6C(OC(=O)C(N(C(=O)CN(C(=O)C7CCCN7C(=O)C(NC6=O)C(C)C)C)C)C(C)C)C)N)C. Drug 2: CNC(=O)C1=NC=CC(=C1)OC2=CC=C(C=C2)NC(=O)NC3=CC(=C(C=C3)Cl)C(F)(F)F. Cell line: U251. Synergy scores: CSS=6.77, Synergy_ZIP=-7.56, Synergy_Bliss=-9.08, Synergy_Loewe=-57.9, Synergy_HSA=-13.2.